From a dataset of Catalyst prediction with 721,799 reactions and 888 catalyst types from USPTO. Predict which catalyst facilitates the given reaction. (1) Reactant: [F:1][C@@H:2]1[C@H:6]([OH:7])[C@@H:5]([CH2:8][OH:9])[O:4][C@H:3]1[N:10]1[C:19]2[N:18]=[CH:17][N:16]=[C:14]([NH2:15])[C:13]=2[N:12]=[CH:11]1.[CH3:20][C:21]([Si:24](Cl)([CH3:26])[CH3:25])([CH3:23])[CH3:22].[C:28](Cl)([C:45]1[CH:50]=[CH:49][CH:48]=[CH:47][CH:46]=1)([C:37]1[CH:44]=[CH:43][C:40]([O:41][CH3:42])=[CH:39][CH:38]=1)[C:29]1[CH:36]=[CH:35][C:32]([O:33][CH3:34])=[CH:31][CH:30]=1. Product: [Si:24]([O:9][CH2:8][C@H:5]1[O:4][C@@H:3]([N:10]2[C:19]3[N:18]=[CH:17][N:16]=[C:14]([NH:15][C:28]([C:45]4[CH:50]=[CH:49][CH:48]=[CH:47][CH:46]=4)([C:37]4[CH:44]=[CH:43][C:40]([O:41][CH3:42])=[CH:39][CH:38]=4)[C:29]4[CH:36]=[CH:35][C:32]([O:33][CH3:34])=[CH:31][CH:30]=4)[C:13]=3[N:12]=[CH:11]2)[C@H:2]([F:1])[C@@H:6]1[O:7][C:28]([C:45]1[CH:50]=[CH:49][CH:48]=[CH:47][CH:46]=1)([C:37]1[CH:44]=[CH:43][C:40]([O:41][CH3:42])=[CH:39][CH:38]=1)[C:29]1[CH:30]=[CH:31][C:32]([O:33][CH3:34])=[CH:35][CH:36]=1)([C:21]([CH3:23])([CH3:22])[CH3:20])([CH3:26])[CH3:25]. The catalyst class is: 377. (2) Reactant: [Br:1][C:2]1[CH:7]=[CH:6][C:5]([S:8]([CH2:11][CH3:12])(=[O:10])=[O:9])=[CH:4][C:3]=1F.[CH3:14][O-:15].[Na+]. Product: [Br:1][C:2]1[CH:7]=[CH:6][C:5]([S:8]([CH2:11][CH3:12])(=[O:10])=[O:9])=[CH:4][C:3]=1[O:15][CH3:14]. The catalyst class is: 24. (3) Reactant: CS(C)=O.C(Cl)(=O)C(Cl)=O.[Br:11][C:12]1[C:17]([CH3:18])=[CH:16][N:15]=[C:14]([CH2:19][OH:20])[CH:13]=1.C(N(CC)CC)C. Product: [Br:11][C:12]1[C:17]([CH3:18])=[CH:16][N:15]=[C:14]([CH:19]=[O:20])[CH:13]=1. The catalyst class is: 34. (4) Reactant: Cl.Cl.[Br:3][C:4]1[C:9]2[N:10]([C:16]3[CH:21]=[CH:20][CH:19]=[CH:18][CH:17]=3)[C:11]([C@@H:13]([NH2:15])[CH3:14])=[N:12][C:8]=2[CH:7]=[CH:6][C:5]=1[O:22][CH3:23].Cl[C:25]1[N:33]=[CH:32][N:31]=[C:30]2[C:26]=1[N:27]=[CH:28][N:29]2[CH:34]1[CH2:39][CH2:38][CH2:37][CH2:36][O:35]1.CCN(C(C)C)C(C)C. Product: [Br:3][C:4]1[C:9]2[N:10]([C:16]3[CH:17]=[CH:18][CH:19]=[CH:20][CH:21]=3)[C:11]([C@@H:13]([NH:15][C:25]3[N:33]=[CH:32][N:31]=[C:30]4[C:26]=3[N:27]=[CH:28][N:29]4[CH:34]3[CH2:39][CH2:38][CH2:37][CH2:36][O:35]3)[CH3:14])=[N:12][C:8]=2[CH:7]=[CH:6][C:5]=1[O:22][CH3:23]. The catalyst class is: 41. (5) Reactant: [CH3:1][C:2]1[CH:6]=[C:5]([C:7]([O:9][CH2:10][CH3:11])=[O:8])[NH:4][N:3]=1.[OH-].[K+].Br[CH2:15][C:16]1[CH:21]=[CH:20][C:19]([CH3:22])=[CH:18][CH:17]=1. The catalyst class is: 1. Product: [CH3:1][C:2]1[N:3]([CH2:15][C:16]2[CH:21]=[CH:20][C:19]([CH3:22])=[CH:18][CH:17]=2)[N:4]=[C:5]([C:7]([O:9][CH2:10][CH3:11])=[O:8])[CH:6]=1. (6) Reactant: [C:1](Cl)(=[O:6])[CH2:2][C:3](Cl)=[O:4].[CH2:8]([NH:12][C:13]([NH:15][CH2:16][C:17]1[CH:22]=[CH:21][CH:20]=[CH:19][CH:18]=1)=[O:14])[CH2:9][CH2:10][CH3:11]. Product: [CH2:8]([N:12]1[C:3](=[O:4])[CH2:2][C:1](=[O:6])[N:15]([CH2:16][C:17]2[CH:18]=[CH:19][CH:20]=[CH:21][CH:22]=2)[C:13]1=[O:14])[CH2:9][CH2:10][CH3:11]. The catalyst class is: 4.